Dataset: Reaction yield outcomes from USPTO patents with 853,638 reactions. Task: Predict the reaction yield, written as a fraction of the theoretical maximum amount of product (1.0 means a 100% yield; for example, 0.34 means a 34% yield). (1) The reactants are [N:1](OCCC(C)C)=O.[CH2:9]([O:11][C:12](=[O:35])[C@@H:13]([CH2:20][C:21]1[CH:26]=[C:25]([Cl:27])[C:24]([NH2:28])=[C:23]([CH3:29])[C:22]=1[CH2:30][O:31][C:32](=[O:34])[CH3:33])[CH2:14][C:15]([O:17][CH2:18][CH3:19])=[O:16])[CH3:10].C([O-])(=O)C.[K+]. The catalyst is C(O)(=O)C. The product is [CH2:9]([O:11][C:12](=[O:35])[C@@H:13]([CH2:20][C:21]1[C:22]([CH2:30][O:31][C:32](=[O:34])[CH3:33])=[C:23]2[C:24](=[C:25]([Cl:27])[CH:26]=1)[NH:28][N:1]=[CH:29]2)[CH2:14][C:15]([O:17][CH2:18][CH3:19])=[O:16])[CH3:10]. The yield is 0.800. (2) The reactants are [CH:1]([N:4]1[C:12](=[O:13])[NH:11][C:10]2[C:5]1=[N:6][C:7]([C:17]1[CH:22]=[CH:21][CH:20]=[C:19]([OH:23])[CH:18]=1)=[N:8][C:9]=2[C:14]([O-:16])=O)([CH3:3])[CH3:2].[NH2:24]C1C(C([O-])=O)=NC(C2C=CC=C(O)C=2)=NC=1NC(C)C.C(N1C=CN=C1)(N1C=CN=C1)=O. No catalyst specified. The product is [CH:1]([N:4]1[C:12](=[O:13])[NH:11][C:10]2[C:5]1=[N:6][C:7]([C:17]1[CH:22]=[CH:21][CH:20]=[C:19]([OH:23])[CH:18]=1)=[N:8][C:9]=2[C:14]([NH2:24])=[O:16])([CH3:2])[CH3:3]. The yield is 0.630. (3) The reactants are [F:1][C:2]1[CH:7]=[CH:6][C:5]([CH:8]([C:10]2[CH:15]=[C:14]([O:16][C:17]([F:22])([F:21])[CH:18]([F:20])[F:19])[CH:13]=[C:12]([F:23])[CH:11]=2)[NH2:9])=[CH:4][C:3]=1[O:24][CH:25]([CH3:27])[CH3:26].[CH:28](OC(=O)C)=[O:29].C(OC(=O)C)(=O)C.C(O)=O. The catalyst is C(Cl)Cl. The product is [F:1][C:2]1[CH:7]=[CH:6][C:5]([CH:8]([C:10]2[CH:15]=[C:14]([O:16][C:17]([F:21])([F:22])[CH:18]([F:20])[F:19])[CH:13]=[C:12]([F:23])[CH:11]=2)[NH:9][CH:28]=[O:29])=[CH:4][C:3]=1[O:24][CH:25]([CH3:27])[CH3:26]. The yield is 0.850. (4) The reactants are [C:1]([C:3]1[C:8]([O:9][CH3:10])=[C:7]([N+]([O-])=O)[CH:6]=[CH:5][N:4]=1)#[N:2].[CH3:14][O-:15].[Na+].[Na]. The catalyst is CO.O. The product is [C:1]([C:3]1[C:8]([O:9][CH3:10])=[C:7]([O:15][CH3:14])[CH:6]=[CH:5][N:4]=1)#[N:2]. The yield is 0.720.